Predict the reactants needed to synthesize the given product. From a dataset of Full USPTO retrosynthesis dataset with 1.9M reactions from patents (1976-2016). (1) Given the product [C:4]([CH2:5][S:6][CH2:7][CH2:8][CH2:9][C:10]([OH:12])=[O:11])([OH:15])=[O:3], predict the reactants needed to synthesize it. The reactants are: C([O:3][C:4](=[O:15])[CH2:5][S:6][CH2:7][CH2:8][CH2:9][C:10]([O:12]CC)=[O:11])C. (2) Given the product [CH3:51][O:50][CH2:49][CH2:48][O:47][C:44]1[CH:43]=[CH:42][C:41]([C:40]([NH:39][C:36]2[CH:37]=[CH:38][C:33](/[CH:32]=[CH:31]/[C:24]3[CH:23]=[CH:22][C:21]([NH:20][C:15](=[O:17])[C:14]4[CH:13]=[CH:12][C:11]([S:8]([CH3:7])(=[O:9])=[O:10])=[CH:19][CH:18]=4)=[CH:26][C:25]=3[S:27]([OH:30])(=[O:29])=[O:28])=[C:34]([S:53]([OH:56])(=[O:55])=[O:54])[CH:35]=2)=[O:52])=[CH:46][CH:45]=1, predict the reactants needed to synthesize it. The reactants are: C(Cl)(=O)C(Cl)=O.[CH3:7][S:8]([C:11]1[CH:19]=[CH:18][C:14]([C:15]([OH:17])=O)=[CH:13][CH:12]=1)(=[O:10])=[O:9].[NH2:20][C:21]1[CH:22]=[CH:23][C:24](/[CH:31]=[CH:32]/[C:33]2[CH:38]=[CH:37][C:36]([NH:39][C:40](=[O:52])[C:41]3[CH:46]=[CH:45][C:44]([O:47][CH2:48][CH2:49][O:50][CH3:51])=[CH:43][CH:42]=3)=[CH:35][C:34]=2[S:53]([OH:56])(=[O:55])=[O:54])=[C:25]([S:27]([OH:30])(=[O:29])=[O:28])[CH:26]=1.C(N(CC)CC)C. (3) Given the product [CH:9]12[CH2:10][CH:5]3[CH2:6][CH:7]([CH2:11][CH:3]([CH2:4]3)[CH:2]1[NH:1][C:17]([N:19]1[CH2:20][CH2:21][C:40]3([C:46]4[C:37](=[CH:36][CH:35]=[C:34]([Cl:33])[CH:47]=4)[CH:38]([CH2:48][C:49]([O:51][CH2:52][CH3:53])=[O:50])[CH2:39]3)[CH2:41][CH2:23]1)=[O:18])[CH2:8]2, predict the reactants needed to synthesize it. The reactants are: [NH2:1][CH:2]1[CH:9]2[CH2:10][CH:5]3[CH2:6][CH:7]([CH2:11][CH:3]1[CH2:4]3)[CH2:8]2.C1N=CN([C:17]([N:19]2[CH:23]=N[CH:21]=[CH:20]2)=[O:18])C=1.CCN(C(C)C)C(C)C.[Cl:33][C:34]1[CH:47]=[C:46]2[C:37]([CH:38]([CH2:48][C:49]([O:51][CH2:52][CH3:53])=[O:50])[CH2:39][C:40]32CCNC[CH2:41]3)=[CH:36][CH:35]=1. (4) Given the product [OH:12][CH:8]([C:4]1[CH:5]=[CH:6][CH:7]=[C:2]([NH:1][CH2:24][CH:25]([CH2:29][CH2:30][CH3:31])[CH2:26][CH2:27][CH3:28])[CH:3]=1)[CH2:9][C:10]#[N:11], predict the reactants needed to synthesize it. The reactants are: [NH2:1][C:2]1[CH:3]=[C:4]([CH:8]([OH:12])[CH2:9][C:10]#[N:11])[CH:5]=[CH:6][CH:7]=1.CC1C=CC(S(O[CH2:24][CH:25]([CH2:29][CH2:30][CH3:31])[CH2:26][CH2:27][CH3:28])(=O)=O)=CC=1. (5) Given the product [F:30][C:31]1[CH:32]=[C:33]([CH2:38][CH2:39][NH:40][C:23]2[N:22]=[C:21]([C:17]3[CH:18]=[CH:19][CH:20]=[C:15]([CH2:14][N:11]4[CH2:12][CH2:13][NH:8][CH2:9][C:10]4([CH3:29])[CH3:28])[CH:16]=3)[CH:26]=[CH:25][N:24]=2)[CH:34]=[C:35]([F:37])[CH:36]=1, predict the reactants needed to synthesize it. The reactants are: C(OC([N:8]1[CH2:13][CH2:12][N:11]([CH2:14][C:15]2[CH:20]=[CH:19][CH:18]=[C:17]([C:21]3[CH:26]=[CH:25][N:24]=[C:23](Cl)[N:22]=3)[CH:16]=2)[C:10]([CH3:29])([CH3:28])[CH2:9]1)=O)(C)(C)C.[F:30][C:31]1[CH:32]=[C:33]([CH2:38][CH2:39][NH2:40])[CH:34]=[C:35]([F:37])[CH:36]=1.